Dataset: Full USPTO retrosynthesis dataset with 1.9M reactions from patents (1976-2016). Task: Predict the reactants needed to synthesize the given product. (1) Given the product [NH2:14][C:9]1[CH:10]=[CH:11][CH:12]=[C:13]2[C:8]=1[C:7](=[O:17])[C:6]1([NH:18][C:19]([C:21]3[C:25]([N+:26]([O-:28])=[O:27])=[CH:24][NH:23][N:22]=3)=[O:20])[C:5]3[CH:29]=[CH:30][C:31]([CH:33]([CH3:35])[CH3:34])=[CH:32][C:4]=3[O:3][C:2]12[OH:1], predict the reactants needed to synthesize it. The reactants are: [OH:1][C:2]12[C:13]3[C:8](=[C:9]([N+:14]([O-])=O)[CH:10]=[CH:11][CH:12]=3)[C:7](=[O:17])[C:6]1([NH:18][C:19]([C:21]1[C:25]([N+:26]([O-:28])=[O:27])=[CH:24][NH:23][N:22]=1)=[O:20])[C:5]1[CH:29]=[CH:30][C:31]([CH:33]([CH3:35])[CH3:34])=[CH:32][C:4]=1[O:3]2.C(O)C. (2) Given the product [O:18]1[C:22]2[CH:23]=[CH:24][C:25]([NH:27][C:28](=[O:29])[O:17][C:13]3[CH:12]=[C:11]4[C:16](=[CH:15][CH:14]=3)[N:8]([CH2:1][C:2]3[CH:3]=[CH:4][CH:5]=[CH:6][CH:7]=3)[CH2:9][CH2:10]4)=[CH:26][C:21]=2[CH2:20][CH2:19]1, predict the reactants needed to synthesize it. The reactants are: [CH2:1]([N:8]1[C:16]2[C:11](=[CH:12][C:13]([OH:17])=[CH:14][CH:15]=2)[CH2:10][CH2:9]1)[C:2]1[CH:7]=[CH:6][CH:5]=[CH:4][CH:3]=1.[O:18]1[C:22]2[CH:23]=[CH:24][C:25]([N:27]=[C:28]=[O:29])=[CH:26][C:21]=2[CH2:20][CH2:19]1. (3) Given the product [N:21]1([CH2:26][C:27]2[CH:32]=[CH:31][C:30]([CH2:33][CH2:34][NH:35][C:15]([C:12]3[CH:13]=[CH:14][C:9]([C:4]4[CH:5]=[CH:6][C:7]([Cl:8])=[C:2]([Cl:1])[CH:3]=4)=[CH:10][C:11]=3[N+:18]([O-:20])=[O:19])=[O:17])=[CH:29][CH:28]=2)[CH2:25][CH2:24][CH2:23][CH2:22]1, predict the reactants needed to synthesize it. The reactants are: [Cl:1][C:2]1[CH:3]=[C:4]([C:9]2[CH:14]=[CH:13][C:12]([C:15]([OH:17])=O)=[C:11]([N+:18]([O-:20])=[O:19])[CH:10]=2)[CH:5]=[CH:6][C:7]=1[Cl:8].[N:21]1([CH2:26][C:27]2[CH:32]=[CH:31][C:30]([CH2:33][CH2:34][NH2:35])=[CH:29][CH:28]=2)[CH2:25][CH2:24][CH2:23][CH2:22]1. (4) Given the product [F:33][C:2]([F:1])([F:32])[C:3]1[CH:4]=[C:5]([CH:25]=[C:26]([C:28]([F:29])([F:30])[F:31])[CH:27]=1)[CH2:6][N:7]([CH3:24])[C@@H:8]1[CH2:12][N:11]([CH2:13][C:14]2[CH:19]=[CH:18][C:17]([Cl:20])=[CH:16][CH:15]=2)[C@H:10]([C:21]([N:45]2[CH2:46][CH2:47][N:42]([C:38]3[CH:39]=[CH:40][CH:41]=[C:36]([C:35]([F:34])([F:48])[F:49])[CH:37]=3)[CH2:43][CH2:44]2)=[O:22])[CH2:9]1, predict the reactants needed to synthesize it. The reactants are: [F:1][C:2]([F:33])([F:32])[C:3]1[CH:4]=[C:5]([CH:25]=[C:26]([C:28]([F:31])([F:30])[F:29])[CH:27]=1)[CH2:6][N:7]([CH3:24])[C@@H:8]1[CH2:12][N:11]([CH2:13][C:14]2[CH:19]=[CH:18][C:17]([Cl:20])=[CH:16][CH:15]=2)[C@H:10]([C:21](O)=[O:22])[CH2:9]1.[F:34][C:35]([F:49])([F:48])[C:36]1[CH:37]=[C:38]([N:42]2[CH2:47][CH2:46][NH:45][CH2:44][CH2:43]2)[CH:39]=[CH:40][CH:41]=1. (5) Given the product [NH2:9][C:10]1[N:14]([CH3:15])[C:13]([Br:1])=[N:12][C:11]=1[C:16]([NH2:18])=[O:17], predict the reactants needed to synthesize it. The reactants are: [Br:1]N1C(=O)CCC1=O.[NH2:9][C:10]1[N:14]([CH3:15])[CH:13]=[N:12][C:11]=1[C:16]([NH2:18])=[O:17]. (6) Given the product [NH2:11][C@H:12]([C:23]([NH2:25])=[O:24])[CH2:13][C:14]1[C:22]2[C:17](=[CH:18][CH:19]=[CH:20][CH:21]=2)[NH:16][CH:15]=1, predict the reactants needed to synthesize it. The reactants are: C(OC([NH:11][C@H:12]([C:23]([NH2:25])=[O:24])[CH2:13][C:14]1[C:22]2[C:17](=[CH:18][CH:19]=[CH:20][CH:21]=2)[NH:16][CH:15]=1)=O)C1C=CC=CC=1.[H][H]. (7) Given the product [NH2:24][C:25]1[C:26]([C:33]([NH:35][C:36](=[NH:37])[NH:23][CH2:22][CH2:21][CH2:20][CH2:19][C:14]2[CH:13]=[CH:12][C:11]3[C:16](=[CH:17][CH:18]=[C:9]([O:8][Si:1]([C:4]([CH3:7])([CH3:6])[CH3:5])([CH3:3])[CH3:2])[CH:10]=3)[CH:15]=2)=[O:34])=[N:27][C:28]([Cl:32])=[C:29]([NH2:31])[N:30]=1, predict the reactants needed to synthesize it. The reactants are: [Si:1]([O:8][C:9]1[CH:10]=[C:11]2[C:16](=[CH:17][CH:18]=1)[CH:15]=[C:14]([CH2:19][CH2:20][CH2:21][CH2:22][NH2:23])[CH:13]=[CH:12]2)([C:4]([CH3:7])([CH3:6])[CH3:5])([CH3:3])[CH3:2].[NH2:24][C:25]1[C:26]([C:33]([NH:35][C:36](SC)=[NH:37])=[O:34])=[N:27][C:28]([Cl:32])=[C:29]([NH2:31])[N:30]=1.C(N(C(C)C)CC)(C)C.